This data is from Full USPTO retrosynthesis dataset with 1.9M reactions from patents (1976-2016). The task is: Predict the reactants needed to synthesize the given product. Given the product [Br-:42].[CH3:32][C:29]([CH3:30])([CH3:31])[C:28]([O:27][CH2:26][C:25]1[CH:24]=[CH:23][C:22]([CH2:21][NH:20][C:18]([C:10]2[N:11]([CH:15]([CH3:16])[CH3:17])[C:12]([CH2:13][P+:49]([C:50]3[CH:51]=[CH:52][CH:53]=[CH:54][CH:55]=3)([C:56]3[CH:61]=[CH:60][CH:59]=[CH:58][CH:57]=3)[C:43]3[CH:44]=[CH:45][CH:46]=[CH:47][CH:48]=3)=[C:8]([C:5]3[CH:6]=[CH:7][C:2]([F:1])=[CH:3][CH:4]=3)[C:9]=2[C:36]2[CH:41]=[CH:40][CH:39]=[CH:38][CH:37]=2)=[O:19])=[CH:35][CH:34]=1)=[O:33], predict the reactants needed to synthesize it. The reactants are: [F:1][C:2]1[CH:7]=[CH:6][C:5]([C:8]2[C:9]([C:36]3[CH:41]=[CH:40][CH:39]=[CH:38][CH:37]=3)=[C:10]([C:18]([NH:20][CH2:21][C:22]3[CH:35]=[CH:34][C:25]([CH2:26][O:27][C:28](=[O:33])[C:29]([CH3:32])([CH3:31])[CH3:30])=[CH:24][CH:23]=3)=[O:19])[N:11]([CH:15]([CH3:17])[CH3:16])[C:12]=2[CH2:13]O)=[CH:4][CH:3]=1.[BrH:42].[C:43]1([P:49]([C:56]2[CH:61]=[CH:60][CH:59]=[CH:58][CH:57]=2)[C:50]2[CH:55]=[CH:54][CH:53]=[CH:52][CH:51]=2)[CH:48]=[CH:47][CH:46]=[CH:45][CH:44]=1.